Task: Predict the reactants needed to synthesize the given product.. Dataset: Full USPTO retrosynthesis dataset with 1.9M reactions from patents (1976-2016) (1) Given the product [CH3:1][C@H:2]([NH:11][CH3:12])[C@@H:3]([OH:10])[C:4]1[CH:5]=[CH:6][CH:7]=[CH:8][CH:9]=1, predict the reactants needed to synthesize it. The reactants are: [CH3:1][C@H:2]([NH:11][CH3:12])[C@@H:3]([OH:10])[C:4]1[CH:5]=[CH:6][CH:7]=[CH:8][CH:9]=1.Cl.C(C1C=NC=CN=1)(=O)C.C(NC1C=CC(O)=CC=1)(=O)C.C(O)C(O)C.OC[C@@H]([C@H]([C@@H]([C@@H](CO)O)O)O)O.C(O)[C@H]1O[C@H](O[C@]2(CO)O[C@H](CO)[C@@H](O)[C@@H]2O)[C@H](O)[C@@H](O)[C@@H]1O. (2) Given the product [Br:7][C:8]1[CH:13]=[CH:12][C:11]([Cl:14])=[CH:10][C:9]=1[CH2:15][CH2:16][NH2:18], predict the reactants needed to synthesize it. The reactants are: B.C1COCC1.[Br:7][C:8]1[CH:13]=[CH:12][C:11]([Cl:14])=[CH:10][C:9]=1[CH2:15][C:16]([NH2:18])=O.Cl.CO. (3) Given the product [CH3:1][O:2][C:3]([C:5]1[S:6][C:7](/[CH:13]=[CH:25]/[C:20]2[CH:21]=[C:22]3[C:17](=[CH:18][CH:19]=2)[N:16]=[C:15]([Cl:14])[CH:24]=[CH:23]3)=[C:8]([N+:10]([O-:12])=[O:11])[CH:9]=1)=[O:4], predict the reactants needed to synthesize it. The reactants are: [CH3:1][O:2][C:3]([C:5]1[S:6][C:7]([CH3:13])=[C:8]([N+:10]([O-:12])=[O:11])[CH:9]=1)=[O:4].[Cl:14][C:15]1[CH:24]=[CH:23][C:22]2[C:17](=[CH:18][CH:19]=[C:20]([CH:25]=O)[CH:21]=2)[N:16]=1.N1CCCC1. (4) Given the product [CH3:28][N:29]1[CH:33]=[C:32]([C:2]2[CH:10]=[CH:9][CH:8]=[C:7]3[C:3]=2[CH:4]=[C:5]([C:20]2[CH:27]=[CH:26][C:23]([CH:24]=[O:25])=[CH:22][CH:21]=2)[N:6]3[S:11]([C:14]2[CH:15]=[CH:16][CH:17]=[CH:18][CH:19]=2)(=[O:12])=[O:13])[C:31]([C:43]2[CH:44]=[CH:45][C:46]([N+:49]([O-:51])=[O:50])=[CH:47][CH:48]=2)=[N:30]1, predict the reactants needed to synthesize it. The reactants are: Br[C:2]1[CH:10]=[CH:9][CH:8]=[C:7]2[C:3]=1[CH:4]=[C:5]([C:20]1[CH:27]=[CH:26][C:23]([CH:24]=[O:25])=[CH:22][CH:21]=1)[N:6]2[S:11]([C:14]1[CH:19]=[CH:18][CH:17]=[CH:16][CH:15]=1)(=[O:13])=[O:12].[CH3:28][N:29]1[CH:33]=[C:32](B2OC(C)(C)C(C)(C)O2)[C:31]([C:43]2[CH:48]=[CH:47][C:46]([N+:49]([O-:51])=[O:50])=[CH:45][CH:44]=2)=[N:30]1.